Binary Classification. Given a drug SMILES string, predict its activity (active/inactive) in a high-throughput screening assay against a specified biological target. From a dataset of Choline transporter screen with 302,306 compounds. (1) The compound is Clc1ccc(CC2(N(C=Cc3c2cccc3)C(=O)c2ccccc2)C#N)cc1. The result is 0 (inactive). (2) The compound is OC(=O)CCn1nc(c(c1)/C=N\O)c1cc([N+]([O-])=O)ccc1. The result is 0 (inactive). (3) The compound is O1C2(C(CC1=O)C(=O)Nc1c(OC)ccc(c1)C)CCCCC2. The result is 0 (inactive). (4) The drug is Clc1ccc(CN2CCN(CC(=O)NC3C(C(CCC3)C)C)C2=O)cc1. The result is 0 (inactive). (5) The compound is S(=O)(=O)(NC(C(C)C)C(=O)N1CCCCCC1)c1ccccc1. The result is 0 (inactive).